From a dataset of Forward reaction prediction with 1.9M reactions from USPTO patents (1976-2016). Predict the product of the given reaction. (1) Given the reactants Cl.[C:2]([N:9]1[CH2:13][CH2:12][CH:11]([OH:14])[CH2:10]1)([O:4][C:5]([CH3:8])([CH3:7])[CH3:6])=[O:3], predict the reaction product. The product is: [C:5]([O:4][C:2]([N:9]1[CH2:13][CH2:12][C:11](=[O:14])[CH2:10]1)=[O:3])([CH3:8])([CH3:6])[CH3:7]. (2) Given the reactants [O:1]=[C:2]1[N:11]([CH2:12][CH:13]2[CH2:18][CH2:17][N:16]([C:19]([O:21][C:22]([CH3:25])([CH3:24])[CH3:23])=[O:20])[CH2:15][CH2:14]2)[CH2:10][C:9]2[C:4](=[CH:5][CH:6]=[CH:7][CH:8]=2)[NH:3]1.I[C:27]1[CH:32]=[CH:31][N:30]=[C:29]([C:33]#[N:34])[CH:28]=1, predict the reaction product. The product is: [C:33]([C:29]1[CH:28]=[C:27]([N:3]2[C:4]3[C:9](=[CH:8][CH:7]=[CH:6][CH:5]=3)[CH2:10][N:11]([CH2:12][CH:13]3[CH2:14][CH2:15][N:16]([C:19]([O:21][C:22]([CH3:25])([CH3:24])[CH3:23])=[O:20])[CH2:17][CH2:18]3)[C:2]2=[O:1])[CH:32]=[CH:31][N:30]=1)#[N:34]. (3) Given the reactants Cl[C:2]1[N:7]=[C:6]([N:8]([CH3:18])[C:9]2[C:17]3[O:16][CH:15]=[N:14][C:13]=3[CH:12]=[CH:11][CH:10]=2)[CH:5]=[CH:4][N:3]=1.[N:19]1([C:25]2[CH:26]=[C:27]([CH:29]=[C:30]([N:32]3[CH2:37][CH2:36][O:35][CH2:34][CH2:33]3)[CH:31]=2)[NH2:28])[CH2:24][CH2:23][O:22][CH2:21][CH2:20]1, predict the reaction product. The product is: [O:16]1[C:17]2[C:9]([N:8]([CH3:18])[C:6]3[CH:5]=[CH:4][N:3]=[C:2]([NH:28][C:27]4[CH:26]=[C:25]([N:19]5[CH2:24][CH2:23][O:22][CH2:21][CH2:20]5)[CH:31]=[C:30]([N:32]5[CH2:37][CH2:36][O:35][CH2:34][CH2:33]5)[CH:29]=4)[N:7]=3)=[CH:10][CH:11]=[CH:12][C:13]=2[N:14]=[CH:15]1.